This data is from Catalyst prediction with 721,799 reactions and 888 catalyst types from USPTO. The task is: Predict which catalyst facilitates the given reaction. (1) Reactant: [F:1][C:2]1[CH:3]=[C:4]([C:10](=O)[CH2:11][C:12]2[CH:17]=[CH:16][CH:15]=[CH:14][CH:13]=2)[CH:5]=[CH:6][C:7]=1[O:8][CH3:9].[CH2:19]([O:21][C:22]1[CH:23]=[C:24]([CH:27]=[C:28]([N+:31]([O-:33])=[O:32])[C:29]=1[OH:30])[CH:25]=O)[CH3:20].[NH2:34][C:35]([NH2:37])=[O:36].Cl. Product: [CH2:19]([O:21][C:22]1[CH:23]=[C:24]([CH:25]2[C:11]([C:12]3[CH:17]=[CH:16][CH:15]=[CH:14][CH:13]=3)=[C:10]([C:4]3[CH:5]=[CH:6][C:7]([O:8][CH3:9])=[C:2]([F:1])[CH:3]=3)[NH:37][C:35](=[O:36])[NH:34]2)[CH:27]=[C:28]([N+:31]([O-:33])=[O:32])[C:29]=1[OH:30])[CH3:20]. The catalyst class is: 14. (2) Reactant: [F:1][C:2]1[CH:7]=[CH:6][C:5]([C:8]2[N:9]=[N:10][N:11]([CH3:13])[CH:12]=2)=[CH:4][CH:3]=1.[Li]CCCC.CN([CH:22]=[O:23])C.[Cl-].[NH4+]. Product: [F:1][C:2]1[CH:3]=[CH:4][C:5]([C:8]2[N:9]=[N:10][N:11]([CH3:13])[C:12]=2[CH:22]=[O:23])=[CH:6][CH:7]=1. The catalyst class is: 1.